Dataset: Reaction yield outcomes from USPTO patents with 853,638 reactions. Task: Predict the reaction yield, written as a fraction of the theoretical maximum amount of product (1.0 means a 100% yield; for example, 0.34 means a 34% yield). (1) The reactants are [NH2:1][C:2]1[S:3][CH:4]=[C:5]([CH2:7][CH2:8][CH2:9][CH2:10][CH2:11][NH:12][C:13](=[O:24])[CH2:14][O:15][CH2:16][C:17]2[CH:22]=[CH:21][C:20]([F:23])=[CH:19][CH:18]=2)[N:6]=1.CCN(C(C)C)C(C)C.[C:34]1([O:40][C:41](Cl)=[O:42])[CH:39]=[CH:38][CH:37]=[CH:36][CH:35]=1.C(O)C(N)(CO)CO. The product is [F:23][C:20]1[CH:21]=[CH:22][C:17]([CH2:16][O:15][CH2:14][C:13]([NH:12][CH2:11][CH2:10][CH2:9][CH2:8][CH2:7][C:5]2[N:6]=[C:2]([NH:1][C:41](=[O:42])[O:40][C:34]3[CH:39]=[CH:38][CH:37]=[CH:36][CH:35]=3)[S:3][CH:4]=2)=[O:24])=[CH:18][CH:19]=1. The yield is 0.490. The catalyst is C1COCC1. (2) The reactants are [F:1][C:2]1[CH:7]=[CH:6][CH:5]=[CH:4][C:3]=1[C:8]1[NH:16][C:11]2=[CH:12][N:13]=[CH:14][CH:15]=[C:10]2[CH:9]=1.[OH-:17].[Na+].Cl[CH2:20][C:21]1[O:25][N:24]=[C:23]([C:26]2[CH:31]=[CH:30][C:29]([F:32])=[CH:28][C:27]=2[C:33]([F:36])([F:35])[F:34])[CH:22]=1.CN([CH:40]=[O:41])C. No catalyst specified. The product is [F:34][C:33]([F:36])([F:35])[C:40]([O-:41])=[O:17].[F:1][C:2]1[CH:7]=[CH:6][CH:5]=[CH:4][C:3]=1[C:8]1[CH:9]=[C:10]2[CH:15]=[CH:14][N:13]([CH2:20][C:21]3[O:25][N:24]=[C:23]([C:26]4[CH:31]=[CH:30][C:29]([F:32])=[CH:28][C:27]=4[C:33]([F:36])([F:34])[F:35])[CH:22]=3)[CH:12]=[C:11]2[NH+:16]=1. The yield is 0.810. (3) The reactants are [F:1][C:2]1[CH:13]=[CH:12][C:5]([CH2:6][N:7]2[CH2:10][CH:9](O)[CH2:8]2)=[CH:4][CH:3]=1.C(N([CH2:19][CH3:20])CC)C.C[S:22](Cl)(=O)=O.Cl.[OH2:27]. The catalyst is C(Cl)Cl. The product is [F:1][C:2]1[CH:13]=[CH:12][C:5]([CH2:6][N:7]2[CH2:10][CH:9]([S:22][C:19](=[O:27])[CH3:20])[CH2:8]2)=[CH:4][CH:3]=1. The yield is 0.740. (4) The reactants are [F:1][C:2]1[CH:3]=[C:4]([C@@H:9]2[CH2:13][N:12]([CH2:14][CH2:15][O:16][CH3:17])[CH2:11][C@H:10]2[NH:18][C:19](=[O:37])[NH:20][C:21]2[N:25]([CH3:26])[N:24]=[C:23]([C:27]3[CH:36]=[CH:35][C:30]([C:31]([O:33]C)=[O:32])=[CH:29][CH:28]=3)[CH:22]=2)[CH:5]=[CH:6][C:7]=1[F:8].C1COCC1.CO.[Li+].[OH-]. The catalyst is Cl.O. The product is [F:1][C:2]1[CH:3]=[C:4]([C@@H:9]2[CH2:13][N:12]([CH2:14][CH2:15][O:16][CH3:17])[CH2:11][C@H:10]2[NH:18][C:19](=[O:37])[NH:20][C:21]2[N:25]([CH3:26])[N:24]=[C:23]([C:27]3[CH:28]=[CH:29][C:30]([C:31]([OH:33])=[O:32])=[CH:35][CH:36]=3)[CH:22]=2)[CH:5]=[CH:6][C:7]=1[F:8]. The yield is 0.910. (5) The reactants are [F:1][C:2]1[CH:9]=[C:8](/[CH:10]=[CH:11]/[B:12]2[O:16][C:15]([CH3:18])([CH3:17])[C:14]([CH3:20])([CH3:19])[O:13]2)[CH:7]=[CH:6][C:3]=1[CH:4]=O.[NH:21]1[CH2:26][CH2:25][O:24][CH2:23][CH2:22]1.[BH-](OC(C)=O)(OC(C)=O)OC(C)=O.[Na+].CC(O)=O. The catalyst is ClCCCl. The product is [F:1][C:2]1[CH:9]=[C:8](/[CH:10]=[CH:11]/[B:12]2[O:16][C:15]([CH3:18])([CH3:17])[C:14]([CH3:20])([CH3:19])[O:13]2)[CH:7]=[CH:6][C:3]=1[CH2:4][N:21]1[CH2:26][CH2:25][O:24][CH2:23][CH2:22]1. The yield is 0.940. (6) The reactants are Cl.[F:2][C:3]1[CH:4]=[C:5]([C:10]2[C:18]3[C:13](=[CH:14][C:15]([O:19][CH2:20][CH2:21][CH:22]4[CH2:27][CH2:26][N:25]([S:28]([CH3:31])(=[O:30])=[O:29])[CH2:24][CH2:23]4)=[CH:16][CH:17]=3)[C:12](=[O:32])[C:11]=2[C:33]2[CH:34]=N[C:36]([O:39][CH3:40])=[CH:37][CH:38]=2)[CH:6]=[C:7]([F:9])[CH:8]=1.O1CCN(CCOC2C=C3C(C(C4C=CC=CC=4)=C(Br)C3=O)=CC=2)CC1.[F:67][C:68]1C=C(B(O)O)C=CC=1OC. No catalyst specified. The product is [F:9][C:7]1[CH:6]=[C:5]([C:10]2[C:18]3[C:13](=[CH:14][C:15]([O:19][CH2:20][CH2:21][CH:22]4[CH2:23][CH2:24][N:25]([S:28]([CH3:31])(=[O:29])=[O:30])[CH2:26][CH2:27]4)=[CH:16][CH:17]=3)[C:12](=[O:32])[C:11]=2[C:33]2[CH:38]=[CH:37][C:36]([O:39][CH3:40])=[C:68]([F:67])[CH:34]=2)[CH:4]=[C:3]([F:2])[CH:8]=1. The yield is 0.670.